Predict the product of the given reaction. From a dataset of Forward reaction prediction with 1.9M reactions from USPTO patents (1976-2016). (1) Given the reactants C(C1N(C)C=C([C:10]2[CH:15]=[CH:14][N:13]=[C:12]3[N:16](OCC[Si](C)(C)C)[C:17](C)=[CH:18][C:11]=23)N=1)(C)(C)C.[C:28]([OH:34])([C:30]([F:33])([F:32])[F:31])=[O:29].CO.[NH4+].[OH-], predict the reaction product. The product is: [F:31][C:30]([F:33])([F:32])[C:28]([OH:34])=[O:29].[NH:16]1[C:12]2=[N:13][CH:14]=[CH:15][CH:10]=[C:11]2[CH:18]=[CH:17]1. (2) Given the reactants [Cl:1][C:2]1[CH:3]=[C:4]([CH:9]=[CH:10][CH:11]=1)[C:5]([O:7][OH:8])=[O:6], predict the reaction product. The product is: [OH:7][OH:8].[Cl:1][C:2]1[CH:3]=[C:4]([CH:9]=[CH:10][CH:11]=1)[C:5]([O:7][OH:8])=[O:6]. (3) Given the reactants [Cl:1][C:2]1[CH:3]=[C:4]([NH:10][C:11]([C@@H:13]2[CH2:17][CH2:16][C:15](=[O:18])[O:14]2)=[O:12])[CH:5]=[CH:6][C:7]=1[C:8]#[N:9].ClC1C=C(NC([C@H]2CCC(=O)O2)=[O:30])C=CC=1C#N.[NH2:37][C:38]1[CH:39]=[C:40]2[C:45](=[CH:46][CH:47]=1)[N:44]([CH2:48][CH:49]1[CH2:51][CH2:50]1)[C:43](=[O:52])[N:42]([CH2:53][CH3:54])[C:41]2=O.C(=O)([O-])[O-].[K+].[K+].Cl, predict the reaction product. The product is: [Cl:1][C:2]1[CH:3]=[C:4]([NH:10][C:11](=[O:12])[CH:13]([OH:14])[CH2:17][CH2:16][C:15]([NH:37][C:38]2[CH:47]=[C:46]3[C:41](=[CH:40][CH:39]=2)[N:42]([CH2:53][CH3:54])[C:43](=[O:52])[N:44]([CH2:48][CH:49]2[CH2:50][CH2:51]2)[C:45]3=[O:30])=[O:18])[CH:5]=[CH:6][C:7]=1[C:8]#[N:9]. (4) Given the reactants C([O:3][C:4]([C:6]1[C:7]([OH:24])=[C:8]2[CH:14]=[N:13][N:12]([CH2:15][C:16]3[CH:21]=[CH:20][C:19]([O:22][CH3:23])=[CH:18][CH:17]=3)[C:9]2=[N:10][CH:11]=1)=[O:5])C.[OH-].[Na+].Cl, predict the reaction product. The product is: [OH:24][C:7]1[C:6]([C:4]([OH:5])=[O:3])=[CH:11][N:10]=[C:9]2[N:12]([CH2:15][C:16]3[CH:21]=[CH:20][C:19]([O:22][CH3:23])=[CH:18][CH:17]=3)[N:13]=[CH:14][C:8]=12. (5) Given the reactants [CH2:1]([O:8][C:9]1[C:18]2[N:17]=[CH:16][CH:15]=[CH:14][C:13]=2[C:12]([S:19](Cl)(=O)=O)=[CH:11][CH:10]=1)[C:2]1[CH:7]=[CH:6][CH:5]=[CH:4][CH:3]=1.C1(P(C2C=CC=CC=2)C2C=CC=CC=2)C=CC=CC=1.Br[C:43]1[CH:48]=[CH:47][N:46]=[CH:45][C:44]=1[CH3:49].CCN(C(C)C)C(C)C.C1C[O:62]CC1, predict the reaction product. The product is: [CH2:1]([O:8][C:9]1[CH:10]=[CH:11][C:12]([S:19][C:43]2[CH:48]=[CH:47][N:46]=[CH:45][C:44]=2[CH3:49])=[C:13]2[C:18]=1[NH:17][C:16](=[O:62])[CH:15]=[CH:14]2)[C:2]1[CH:7]=[CH:6][CH:5]=[CH:4][CH:3]=1. (6) Given the reactants [CH:1]12[CH2:7][CH:4]([CH:5]=[CH:6]1)[CH2:3][CH:2]2[NH:8][C:9]([NH:11][NH2:12])=[S:10].[Cl:13][C:14]1[C:15]([CH:20]=O)=[N:16][N:17]([CH3:19])[CH:18]=1, predict the reaction product. The product is: [CH:1]12[CH2:7][CH:4]([CH:5]=[CH:6]1)[CH2:3][CH:2]2[NH:8][C:9](=[S:10])[NH:11][N:12]=[CH:20][C:15]1[C:14]([Cl:13])=[CH:18][N:17]([CH3:19])[N:16]=1. (7) The product is: [OH:11][B:9]1[C:8]2[CH:12]=[C:13]([O:17][C:18]3[CH:23]=[N:22][CH:21]=[C:20]([C:24](=[NH:25])[NH:32][CH2:28][CH:29]([CH3:31])[CH3:30])[N:19]=3)[CH:14]=[C:15]([CH3:16])[C:7]=2[CH:6]([CH2:5][C:4]([OH:3])=[O:26])[O:10]1. Given the reactants C([O:3][C:4](=[O:26])[CH2:5][CH:6]1[O:10][B:9]([OH:11])[C:8]2[CH:12]=[C:13]([O:17][C:18]3[CH:23]=[N:22][CH:21]=[C:20]([C:24]#[N:25])[N:19]=3)[CH:14]=[C:15]([CH3:16])[C:7]1=2)C.Cl.[CH2:28]([NH2:32])[CH:29]([CH3:31])[CH3:30], predict the reaction product. (8) Given the reactants [C:1]([NH:5][S:6]([C:9]1[CH:10]=[N:11][N:12]2[C:17]([NH:18][C:19]3[CH:24]=[CH:23][CH:22]=[C:21]([Cl:25])[C:20]=3[Cl:26])=[C:16]([C:27]([O:29]CC)=O)[CH:15]=[N:14][C:13]=12)(=[O:8])=[O:7])([CH3:4])([CH3:3])[CH3:2].[F:32][C:33]1[CH:38]=[CH:37][C:36]([CH:39]2[CH2:44][CH2:43][NH:42][CH2:41][CH2:40]2)=[CH:35][CH:34]=1, predict the reaction product. The product is: [C:1]([NH:5][S:6]([C:9]1[CH:10]=[N:11][N:12]2[C:17]([NH:18][C:19]3[CH:24]=[CH:23][CH:22]=[C:21]([Cl:25])[C:20]=3[Cl:26])=[C:16]([C:27]([N:42]3[CH2:43][CH2:44][CH:39]([C:36]4[CH:35]=[CH:34][C:33]([F:32])=[CH:38][CH:37]=4)[CH2:40][CH2:41]3)=[O:29])[CH:15]=[N:14][C:13]=12)(=[O:8])=[O:7])([CH3:3])([CH3:2])[CH3:4]. (9) The product is: [F:14][C:8]1[C:9]([F:13])=[CH:10][CH:11]=[CH:12][C:7]=1[C:5]1[N:6]=[C:2]([N:18]2[CH2:17][CH2:16][N:15]([C:21]([O:23][C:24]([CH3:27])([CH3:26])[CH3:25])=[O:22])[CH2:20][CH2:19]2)[S:3][CH:4]=1. Given the reactants Br[C:2]1[S:3][CH:4]=[C:5]([C:7]2[CH:12]=[CH:11][CH:10]=[C:9]([F:13])[C:8]=2[F:14])[N:6]=1.[N:15]1([C:21]([O:23][C:24]([CH3:27])([CH3:26])[CH3:25])=[O:22])[CH2:20][CH2:19][NH:18][CH2:17][CH2:16]1.C(=O)([O-])[O-].[K+].[K+].O, predict the reaction product.